From a dataset of Catalyst prediction with 721,799 reactions and 888 catalyst types from USPTO. Predict which catalyst facilitates the given reaction. (1) Reactant: Cl[C:2]1[CH:7]=[C:6]([O:8][C:9]2[CH:14]=[CH:13][C:12]([NH2:15])=[C:11]([F:16])[CH:10]=2)[CH:5]=[CH:4][N:3]=1.[CH3:17][N:18]1[CH:22]=[CH:21][C:20](B2OC(C)(C)C(C)(C)O2)=[N:19]1.C([O-])([O-])=O.[Na+].[Na+].O. Product: [F:16][C:11]1[CH:10]=[C:9]([O:8][C:6]2[CH:5]=[CH:4][N:3]=[C:2]([C:21]3[CH:20]=[N:19][N:18]([CH3:17])[CH:22]=3)[CH:7]=2)[CH:14]=[CH:13][C:12]=1[NH2:15]. The catalyst class is: 104. (2) Reactant: [OH:1][C:2]1[CH:6]=[CH:5][NH:4][N:3]=1.[C:7](OC(=O)C)(=[O:9])[CH3:8]. Product: [C:7]([N:4]1[CH:5]=[CH:6][C:2]([OH:1])=[N:3]1)(=[O:9])[CH3:8]. The catalyst class is: 17. (3) Reactant: [F:1][C:2]1[CH:3]=[C:4]2[C:8](=[CH:9][CH:10]=1)[N:7]([CH2:11][C:12]1[CH:17]=[CH:16][CH:15]=[C:14]([F:18])[CH:13]=1)[C:6]([C:19]([OH:21])=O)=[CH:5]2.S(Cl)(Cl)=O.[NH3:26]. Product: [F:1][C:2]1[CH:3]=[C:4]2[C:8](=[CH:9][CH:10]=1)[N:7]([CH2:11][C:12]1[CH:17]=[CH:16][CH:15]=[C:14]([F:18])[CH:13]=1)[C:6]([C:19]([NH2:26])=[O:21])=[CH:5]2. The catalyst class is: 93. (4) Reactant: [Cl:1][C:2]1[CH:3]=[CH:4][C:5]2[C:14]3[C:9](=[CH:10][N:11]=[CH:12][CH:13]=3)[C:8](=[O:15])[NH:7][C:6]=2[CH:16]=1.[CH:17]1([CH2:20]Br)[CH2:19][CH2:18]1. Product: [Cl:1][C:2]1[CH:3]=[CH:4][C:5]2[C:14]3[C:9](=[CH:10][N:11]=[CH:12][CH:13]=3)[C:8](=[O:15])[N:7]([CH2:20][CH:17]3[CH2:19][CH2:18]3)[C:6]=2[CH:16]=1. The catalyst class is: 18. (5) Reactant: [NH2:1][C:2]1[CH:7]=[C:6]([C:8]2[CH:13]=[C:12]([F:14])[C:11]([Si:15]([CH3:18])([CH3:17])[CH3:16])=[CH:10][C:9]=2[F:19])[N:5]=[C:4]([C:20]([O:22][CH3:23])=[O:21])[C:3]=1[Cl:24].[Br:25]Br.[O-]S([O-])(=S)=O.[Na+].[Na+]. Product: [NH2:1][C:2]1[C:7]([Br:25])=[C:6]([C:8]2[CH:13]=[C:12]([F:14])[C:11]([Si:15]([CH3:17])([CH3:18])[CH3:16])=[CH:10][C:9]=2[F:19])[N:5]=[C:4]([C:20]([O:22][CH3:23])=[O:21])[C:3]=1[Cl:24]. The catalyst class is: 2. (6) Reactant: [Br:1][C:2]1[CH:3]=[C:4]2[C:15](=[CH:16][CH:17]=1)[O:14][C:7]1[C:8]([F:13])=[N:9][C:10]([Cl:12])=[CH:11][C:6]=1[C:5]2([CH2:19][CH2:20][OH:21])O.[N:22]([Si](C)(C)C)=[N+:23]=[N-:24].B(F)(F)F.CCOCC. Product: [N:22]([C:5]1([CH2:19][CH2:20][OH:21])[C:6]2[CH:11]=[C:10]([Cl:12])[N:9]=[C:8]([F:13])[C:7]=2[O:14][C:15]2[C:4]1=[CH:3][C:2]([Br:1])=[CH:17][CH:16]=2)=[N+:23]=[N-:24]. The catalyst class is: 1. (7) Reactant: [CH3:1][C:2]([S:6]([CH3:21])(=[N:8][CH2:9][C:10]1([CH2:13][O:14][CH:15]2[CH2:20][CH2:19][CH2:18][CH2:17][O:16]2)[CH2:12][CH2:11]1)=[O:7])([CH3:5])[C:3]#[N:4].CC(C)=O.C(=O)=O.[Br:29][C:30]1[N:35]=[C:34](/[C:36](=[N:38]/[S@@:39]([C:41]([CH3:44])([CH3:43])[CH3:42])=[O:40])/[CH3:37])[C:33]([F:45])=[C:32]([Si:46]([CH2:51][CH3:52])([CH2:49][CH3:50])[CH2:47][CH3:48])[CH:31]=1.[Cl-].[NH4+]. Product: [Br:29][C:30]1[N:35]=[C:34]([C:36]([NH:38][S:39]([C:41]([CH3:43])([CH3:44])[CH3:42])=[O:40])([CH3:37])[CH2:21][S:6]([C:2]([C:3]#[N:4])([CH3:1])[CH3:5])(=[N:8][CH2:9][C:10]2([CH2:13][O:14][CH:15]3[CH2:20][CH2:19][CH2:18][CH2:17][O:16]3)[CH2:11][CH2:12]2)=[O:7])[C:33]([F:45])=[C:32]([Si:46]([CH2:51][CH3:52])([CH2:47][CH3:48])[CH2:49][CH3:50])[CH:31]=1. The catalyst class is: 20. (8) Reactant: [F:1][C:2]1[CH:3]=[C:4]([CH2:10]O)[CH:5]=[CH:6][C:7]=1[S:8][CH3:9].C(Br)(Br)(Br)[Br:13].C1(P(C2C=CC=CC=2)C2C=CC=CC=2)C=CC=CC=1. Product: [Br:13][CH2:10][C:4]1[CH:5]=[CH:6][C:7]([S:8][CH3:9])=[C:2]([F:1])[CH:3]=1. The catalyst class is: 2. (9) Reactant: Cl.Cl.[NH2:3][CH:4]([C:7]1[CH:8]=[N:9][CH:10]=[CH:11][CH:12]=1)[CH2:5][OH:6].C([O-])([O-])=O.[K+].[K+].[Br:19][C:20]1[CH:21]=[C:22]([CH:27]=[CH:28][C:29]=1[CH2:30]Br)[C:23]([O:25][CH3:26])=[O:24]. Product: [Br:19][C:20]1[CH:21]=[C:22]([CH:27]=[CH:28][C:29]=1[CH2:30][NH:3][CH:4]([C:7]1[CH:8]=[N:9][CH:10]=[CH:11][CH:12]=1)[CH2:5][OH:6])[C:23]([O:25][CH3:26])=[O:24]. The catalyst class is: 23.